Dataset: Reaction yield outcomes from USPTO patents with 853,638 reactions. Task: Predict the reaction yield, written as a fraction of the theoretical maximum amount of product (1.0 means a 100% yield; for example, 0.34 means a 34% yield). (1) The reactants are Cl[S:2]([C:5]1[CH:13]=[CH:12][C:8]([C:9]([OH:11])=[O:10])=[CH:7][CH:6]=1)(=[O:4])=[O:3].[NH:14]1[CH2:19][CH2:18][O:17][CH2:16][CH2:15]1.O. The catalyst is C1COCC1. The product is [N:14]1([S:2]([C:5]2[CH:13]=[CH:12][C:8]([C:9]([OH:11])=[O:10])=[CH:7][CH:6]=2)(=[O:4])=[O:3])[CH2:19][CH2:18][O:17][CH2:16][CH2:15]1. The yield is 0.200. (2) The reactants are Br[C:2]1[CH:3]=[C:4]([S:8]([NH:11][C:12]2[CH:21]=[CH:20][C:15]([C:16]([O:18][CH3:19])=[O:17])=[C:14]([OH:22])[CH:13]=2)(=[O:10])=[O:9])[CH:5]=[CH:6][CH:7]=1.[CH3:23][N:24]([CH3:36])[C:25]([C:27]1[CH:32]=[CH:31][C:30](B(O)O)=[CH:29][CH:28]=1)=[O:26]. No catalyst specified. The product is [CH3:23][N:24]([CH3:36])[C:25]([C:27]1[CH:32]=[CH:31][C:30]([C:2]2[CH:7]=[CH:6][CH:5]=[C:4]([S:8]([NH:11][C:12]3[CH:21]=[CH:20][C:15]([C:16]([O:18][CH3:19])=[O:17])=[C:14]([OH:22])[CH:13]=3)(=[O:10])=[O:9])[CH:3]=2)=[CH:29][CH:28]=1)=[O:26]. The yield is 0.770. (3) The yield is 0.700. The catalyst is C(OCC)C. The product is [Br:1][C:2]1[CH:3]=[C:4]2[C:8](=[CH:9][CH:10]=1)[N:7]([C:16]([O:15][C:11]([CH3:14])([CH3:13])[CH3:12])=[O:17])[CH2:6][CH2:5]2. The reactants are [Br:1][C:2]1[CH:3]=[C:4]2[C:8](=[CH:9][CH:10]=1)[NH:7][CH2:6][CH2:5]2.[C:11]([O:15][C:16](O[C:16]([O:15][C:11]([CH3:14])([CH3:13])[CH3:12])=[O:17])=[O:17])([CH3:14])([CH3:13])[CH3:12]. (4) The product is [C:1]([O:5][C:6](=[O:19])[C:7]1[CH:15]=[CH:14][C:10]([C:11]([N:21]2[CH2:27][CH2:28][CH2:29][CH2:24][CH2:25]2)=[O:13])=[CH:9][C:8]=1[N+:16]([O-:18])=[O:17])([CH3:2])([CH3:3])[CH3:4]. The catalyst is C(Cl)Cl. The yield is 1.00. The reactants are [C:1]([O:5][C:6](=[O:19])[C:7]1[CH:15]=[CH:14][C:10]([C:11]([OH:13])=O)=[CH:9][C:8]=1[N+:16]([O-:18])=[O:17])([CH3:4])([CH3:3])[CH3:2].O[N:21]1[C:25]2C=[CH:27][CH:28]=[CH:29][C:24]=2N=N1.CCN=C=NCCCN(C)C.N1CCCCC1. (5) The reactants are [Br:1][C:2]1[CH:3]=[C:4]([NH:10][C:11]2[N:16]=[CH:15][C:14](N3CCN(C(OC(C)(C)C)=O)CC3)=[CH:13][CH:12]=2)[C:5](=[O:9])[N:6]([CH3:8])[CH:7]=1.NC1N=CC([C:37]([N:39]2[CH2:44][CH2:43][O:42][CH2:41][CH2:40]2)=[O:38])=CC=1.BrC1C(=O)N(C)C=C(Br)C=1. No catalyst specified. The product is [Br:1][C:2]1[CH:3]=[C:4]([NH:10][C:11]2[CH:12]=[CH:13][C:14]([C:37]([N:39]3[CH2:44][CH2:43][O:42][CH2:41][CH2:40]3)=[O:38])=[CH:15][N:16]=2)[C:5](=[O:9])[N:6]([CH3:8])[CH:7]=1. The yield is 0.210. (6) The reactants are Br[C:2]1[CH:3]=[N:4][CH:5]=[C:6]([O:8][CH3:9])[CH:7]=1.[C:10]([C:12]1[CH:17]=[CH:16][C:15]([F:18])=[C:14]([CH3:19])[CH:13]=1)#[CH:11]. The catalyst is C(NC(C)C)(C)C.C1(C)C=CC=CC=1.C1C=CC([P]([Pd]([P](C2C=CC=CC=2)(C2C=CC=CC=2)C2C=CC=CC=2)([P](C2C=CC=CC=2)(C2C=CC=CC=2)C2C=CC=CC=2)[P](C2C=CC=CC=2)(C2C=CC=CC=2)C2C=CC=CC=2)(C2C=CC=CC=2)C2C=CC=CC=2)=CC=1.[Cu]I. The product is [F:18][C:15]1[CH:16]=[CH:17][C:12]([C:10]#[C:11][C:2]2[CH:3]=[N:4][CH:5]=[C:6]([O:8][CH3:9])[CH:7]=2)=[CH:13][C:14]=1[CH3:19]. The yield is 0.510. (7) The reactants are [CH3:1][O:2][C:3]1[CH:4]=[C:5]2[C:10](=[CH:11][C:12]=1[O:13][CH3:14])[N:9]=[CH:8][CH:7]=[C:6]2[O:15][C:16]1[CH:22]=[CH:21][C:19]([NH2:20])=[C:18]([F:23])[CH:17]=1.C(N(CC)CC)C.ClC(Cl)(O[C:35](=[O:41])OC(Cl)(Cl)Cl)Cl.[Br:43][C:44]1[CH:45]=[C:46]([C@H:50]([NH2:52])[CH3:51])[CH:47]=[CH:48][CH:49]=1. The catalyst is C(Cl)(Cl)Cl. The product is [Br:43][C:44]1[CH:45]=[C:46]([C@H:50]([NH:52][C:35]([NH:20][C:19]2[CH:21]=[CH:22][C:16]([O:15][C:6]3[C:5]4[C:10](=[CH:11][C:12]([O:13][CH3:14])=[C:3]([O:2][CH3:1])[CH:4]=4)[N:9]=[CH:8][CH:7]=3)=[CH:17][C:18]=2[F:23])=[O:41])[CH3:51])[CH:47]=[CH:48][CH:49]=1. The yield is 0.430. (8) The reactants are [NH2:1][C@@H:2]([CH3:19])[CH2:3][N:4]1[CH:8]=[CH:7][C:6]([C:9]2[CH:16]=[CH:15][C:12]([C:13]#[N:14])=[C:11]([Cl:17])[C:10]=2[CH3:18])=[N:5]1.[CH3:20][N:21]1[CH:25]=[C:24]([C:26](O)=[O:27])[N:23]=[CH:22]1. No catalyst specified. The product is [Cl:17][C:11]1[C:10]([CH3:18])=[C:9]([C:6]2[CH:7]=[CH:8][N:4]([CH2:3][C@@H:2]([NH:1][C:26]([C:24]3[N:23]=[CH:22][N:21]([CH3:20])[CH:25]=3)=[O:27])[CH3:19])[N:5]=2)[CH:16]=[CH:15][C:12]=1[C:13]#[N:14]. The yield is 0.387. (9) The reactants are [Cl:1][C:2]1[CH:7]=[CH:6][C:5]([C:8]2[O:12][C:11]([C:13]([N:15]3[CH2:18][CH:17]([OH:19])[CH2:16]3)=[O:14])=[N:10][N:9]=2)=[CH:4][CH:3]=1.ClC1C=CC(C2OC(C(OC)=O)=NN=2)=CC=1.C(N(CC)CC)C.[CH3:43][S:44](Cl)(=[O:46])=[O:45]. The catalyst is ClCCl. The product is [CH3:43][S:44]([O:19][CH:17]1[CH2:16][N:15]([C:13]([C:11]2[O:12][C:8]([C:5]3[CH:6]=[CH:7][C:2]([Cl:1])=[CH:3][CH:4]=3)=[N:9][N:10]=2)=[O:14])[CH2:18]1)(=[O:46])=[O:45]. The yield is 0.750. (10) The reactants are [CH3:1][C:2]1[CH:3]=[C:4]([CH:8]=[C:9]([CH3:14])[C:10]=1[N+:11]([O-:13])=[O:12])[C:5]([OH:7])=[O:6].S(Cl)(Cl)=O.[CH3:19]O. No catalyst specified. The product is [CH3:1][C:2]1[CH:3]=[C:4]([CH:8]=[C:9]([CH3:14])[C:10]=1[N+:11]([O-:13])=[O:12])[C:5]([O:7][CH3:19])=[O:6]. The yield is 0.983.